Dataset: Catalyst prediction with 721,799 reactions and 888 catalyst types from USPTO. Task: Predict which catalyst facilitates the given reaction. (1) Reactant: [CH2:1]([O:3][C:4]1[CH:5]=[C:6]([CH:13]([C:15]2[CH:20]=[CH:19][CH:18]=[CH:17][N:16]=2)[OH:14])[CH:7]=[CH:8][C:9]=1[N+:10]([O-])=O)[CH3:2].C(OCC)(=O)C.C(O)C. Product: [NH2:10][C:9]1[CH:8]=[CH:7][C:6]([CH:13]([C:15]2[CH:20]=[CH:19][CH:18]=[CH:17][N:16]=2)[OH:14])=[CH:5][C:4]=1[O:3][CH2:1][CH3:2]. The catalyst class is: 15. (2) Reactant: Cl.[O:2]=[C:3]1[C:8]([C:9]2[CH:18]=[CH:17][C:12]([C:13]([O:15]C)=[O:14])=[CH:11][CH:10]=2)=[CH:7][CH:6]=[CH:5][O:4]1. Product: [O:2]=[C:3]1[C:8]([C:9]2[CH:18]=[CH:17][C:12]([C:13]([OH:15])=[O:14])=[CH:11][CH:10]=2)=[CH:7][CH:6]=[CH:5][O:4]1. The catalyst class is: 6. (3) Reactant: [CH:1]1([C:4]2[CH:5]=[C:6]([CH:9]=[C:10]([OH:13])[C:11]=2[I:12])[CH:7]=[O:8])[CH2:3][CH2:2]1.I[CH2:15][CH2:16][CH3:17].C(=O)([O-])[O-].[K+].[K+].CN(C=O)C. Product: [CH:1]1([C:4]2[CH:5]=[C:6]([CH:9]=[C:10]([O:13][CH2:15][CH2:16][CH3:17])[C:11]=2[I:12])[CH:7]=[O:8])[CH2:2][CH2:3]1. The catalyst class is: 84. (4) Reactant: I[C:2]1[N:3]=[CH:4][N:5]2[CH:9]=[CH:8][S:7][C:6]=12.C([Mg]Br)C.C1COCC1.[CH:19]1[C:24]([S:25][S:25][C:24]2[CH:23]=[CH:22][N:21]=[CH:20][CH:19]=2)=[CH:23][CH:22]=[N:21][CH:20]=1.[Cl-].[NH4+]. Product: [N:21]1[CH:22]=[CH:23][C:24]([S:25][C:2]2[N:3]=[CH:4][N:5]3[CH:9]=[CH:8][S:7][C:6]=23)=[CH:19][CH:20]=1. The catalyst class is: 1. (5) Reactant: Br[C:2]1[CH:7]=[C:6]([C:8]([CH3:11])([CH3:10])[CH3:9])[CH:5]=[C:4]([C:12]([CH3:15])([CH3:14])[CH3:13])[C:3]=1O.C([Li])CCC.[CH:22]1[C:34]2[C:33](=[O:35])[C:32]3[C:27](=[CH:28][CH:29]=[CH:30][CH:31]=3)[C:26]=2[CH:25]=[CH:24][CH:23]=1.[OH2:36]. Product: [OH:36][C:2]1[CH:3]=[C:4]([C:12]([CH3:14])([CH3:13])[CH3:15])[CH:5]=[C:6]([C:8]([CH3:11])([CH3:10])[CH3:9])[C:7]=1[CH:26]1[C:34]2[C:33]([OH:35])=[CH:25][CH:24]=[CH:23][C:22]=2[C:28]2[C:27]1=[CH:32][CH:31]=[CH:30][CH:29]=2. The catalyst class is: 165.